From a dataset of Full USPTO retrosynthesis dataset with 1.9M reactions from patents (1976-2016). Predict the reactants needed to synthesize the given product. (1) Given the product [Br:1][C:2]1[CH:3]=[CH:4][C:5]([OH:11])=[C:6]([CH:10]=1)[C:7]([NH:17][C:16]1[CH:18]=[C:19]([C:21]([F:22])([F:23])[F:24])[CH:20]=[C:14]([C:13]([F:12])([F:25])[F:26])[CH:15]=1)=[O:9], predict the reactants needed to synthesize it. The reactants are: [Br:1][C:2]1[CH:10]=[C:6]([C:7]([OH:9])=O)[C:5]([OH:11])=[CH:4][CH:3]=1.[F:12][C:13]([F:26])([F:25])[C:14]1[CH:15]=[C:16]([CH:18]=[C:19]([C:21]([F:24])([F:23])[F:22])[CH:20]=1)[NH2:17]. (2) Given the product [CH3:17][O:16][N:7]([CH2:8][C:9]1[CH:10]=[CH:11][C:12]([CH3:15])=[CH:13][CH:14]=1)[C:6]([C:5]1[CH2:29][N:30]([CH3:31])[C:3](=[O:20])[C:4]=1[OH:19])=[O:18], predict the reactants needed to synthesize it. The reactants are: CO[C:3](=[O:20])[C:4]([OH:19])=[CH:5][C:6](=[O:18])[N:7]([O:16][CH3:17])[CH2:8][C:9]1[CH:14]=[CH:13][C:12]([CH3:15])=[CH:11][CH:10]=1.C=O.CN.ClC1C=C(C=CC=1Cl)[CH2:29][N:30](C)[C:31](C1CN(C)C(=O)C=1O)=O.